Dataset: Reaction yield outcomes from USPTO patents with 853,638 reactions. Task: Predict the reaction yield, written as a fraction of the theoretical maximum amount of product (1.0 means a 100% yield; for example, 0.34 means a 34% yield). (1) The reactants are [C:1]([O:4][C:5]1[CH:6]=[C:7]2[C:12](=[CH:13][C:14]=1[O:15][CH3:16])[N:11]=[C:10]([C:17]1[CH:22]=[CH:21][C:20]([C:23]3[CH:28]=[CH:27][CH:26]=[CH:25][CH:24]=3)=[C:19]([F:29])[CH:18]=1)[N:9]=[C:8]2Cl)(=[O:3])[CH3:2].[NH2:31][C:32]1[CH:33]=[C:34]2[C:38](=[CH:39][CH:40]=1)[N:37]([C:41]([O:43][C:44]([CH3:47])([CH3:46])[CH3:45])=[O:42])[N:36]=[CH:35]2. The catalyst is CC(O)C. The product is [C:1]([O:4][C:5]1[CH:6]=[C:7]2[C:12](=[CH:13][C:14]=1[O:15][CH3:16])[N:11]=[C:10]([C:17]1[CH:22]=[CH:21][C:20]([C:23]3[CH:28]=[CH:27][CH:26]=[CH:25][CH:24]=3)=[C:19]([F:29])[CH:18]=1)[N:9]=[C:8]2[NH:31][C:32]1[CH:33]=[C:34]2[C:38](=[CH:39][CH:40]=1)[N:37]([C:41]([O:43][C:44]([CH3:47])([CH3:46])[CH3:45])=[O:42])[N:36]=[CH:35]2)(=[O:3])[CH3:2]. The yield is 0.590. (2) The reactants are C([O:8][C:9]1[CH:10]=[C:11]([C:15]2[N:24]=[C:23]([NH:25][C:26]3[CH:27]=[C:28]4[C:32](=[CH:33][CH:34]=3)[N:31]([C:35]([O:37][C:38]([CH3:41])([CH3:40])[CH3:39])=[O:36])[N:30]=[CH:29]4)[C:22]3[C:17](=[CH:18][C:19]([O:47][CH3:48])=[C:20]([O:42][CH2:43][CH2:44][O:45][CH3:46])[CH:21]=3)[N:16]=2)[CH:12]=[CH:13][CH:14]=1)C1C=CC=CC=1.N#N. The catalyst is CO.COCCOC.[Pd]. The product is [OH:8][C:9]1[CH:10]=[C:11]([C:15]2[N:24]=[C:23]([NH:25][C:26]3[CH:27]=[C:28]4[C:32](=[CH:33][CH:34]=3)[N:31]([C:35]([O:37][C:38]([CH3:40])([CH3:41])[CH3:39])=[O:36])[N:30]=[CH:29]4)[C:22]3[C:17](=[CH:18][C:19]([O:47][CH3:48])=[C:20]([O:42][CH2:43][CH2:44][O:45][CH3:46])[CH:21]=3)[N:16]=2)[CH:12]=[CH:13][CH:14]=1. The yield is 0.970. (3) The reactants are [Br:1][CH:2]([C:4]1[N:5]=[C:6]2[S:13][CH:12]=[C:11]([CH3:14])[N:7]2[C:8](=[O:10])[CH:9]=1)[CH3:3].[Br:15]N1C(=O)CCC1=O. The catalyst is C(#N)C. The product is [Br:15][C:9]1[C:8](=[O:10])[N:7]2[C:11]([CH3:14])=[CH:12][S:13][C:6]2=[N:5][C:4]=1[CH:2]([Br:1])[CH3:3]. The yield is 0.934. (4) The reactants are [C:1]([NH:4][CH2:5][C:6]([OH:8])=[O:7])(=[O:3])[CH3:2].[C:9]1(C)C=CC(S(O)(=O)=O)=C[CH:10]=1. The catalyst is CCO. The product is [C:1]([NH:4][CH2:5][C:6]([O:8][CH2:9][CH3:10])=[O:7])(=[O:3])[CH3:2]. The yield is 0.690. (5) The reactants are [Cl:1][C:2]1[C:11]2[C:6](=[C:7]([Cl:19])[C:8]([O:12][CH2:13][CH:14](OC)OC)=[CH:9][CH:10]=2)[N:5]=[C:4]([C:20]2[N:21]=[C:22]([CH:25]([CH3:27])[CH3:26])[S:23][CH:24]=2)[CH:3]=1.[NH:28]1[CH2:33][CH2:32][O:31][CH2:30][CH2:29]1.[BH-](OC(C)=O)(OC(C)=O)OC(C)=O.[Na+]. The catalyst is CC(O)=O.Cl.CCOC(C)=O.C(Cl)Cl. The product is [Cl:1][C:2]1[C:11]2[C:6](=[C:7]([Cl:19])[C:8]([O:12][CH2:13][CH2:14][N:28]3[CH2:33][CH2:32][O:31][CH2:30][CH2:29]3)=[CH:9][CH:10]=2)[N:5]=[C:4]([C:20]2[N:21]=[C:22]([CH:25]([CH3:26])[CH3:27])[S:23][CH:24]=2)[CH:3]=1. The yield is 0.860. (6) The yield is 0.860. The reactants are Cl[C:2]1[N:7]=[C:6]([NH:8][C:9]2[C:14]([CH3:15])=[CH:13][C:12]([CH3:16])=[CH:11][C:10]=2[CH3:17])[CH:5]=[CH:4][N:3]=1.Cl.CC(O)C.[NH2:23][C:24]1[CH:31]=[CH:30][C:27]([C:28]#[N:29])=[CH:26][CH:25]=1.C([O-])(O)=O.[Na+]. The product is [CH3:17][C:10]1[CH:11]=[C:12]([CH3:16])[CH:13]=[C:14]([CH3:15])[C:9]=1[NH:8][C:6]1[CH:5]=[CH:4][N:3]=[C:2]([NH:23][C:24]2[CH:31]=[CH:30][C:27]([C:28]#[N:29])=[CH:26][CH:25]=2)[N:7]=1. The catalyst is O. (7) The reactants are [CH3:1][C:2]1([CH3:47])[C@H:5]([C:6]([N:8]2[CH2:13][CH2:12][O:11][CH2:10][CH2:9]2)=[O:7])[CH2:4][C@@H:3]1[NH:14][C:15]([C@:17]12[CH2:43][CH2:42][C@@H:41]([C:44]([CH3:46])=[CH2:45])[CH:18]1[C@@H:19]1[C@@:32]([CH3:35])([CH2:33][CH2:34]2)[C@@:31]2([CH3:36])[C@@H:22]([C@:23]3([CH3:40])[C@@H:28]([CH2:29][CH2:30]2)[C:27]([CH3:38])([CH3:37])[C@@H:26]([OH:39])[CH2:25][CH2:24]3)[CH2:21][CH2:20]1)=[O:16].[CH2:48]([Zn]CC)C.C1(C)C=CC=CC=1.ICI. The catalyst is ClCCl. The product is [CH3:1][C:2]1([CH3:47])[C@H:5]([C:6]([N:8]2[CH2:13][CH2:12][O:11][CH2:10][CH2:9]2)=[O:7])[CH2:4][C@@H:3]1[NH:14][C:15]([C@:17]12[CH2:43][CH2:42][C@@H:41]([C:44]3([CH3:48])[CH2:46][CH2:45]3)[CH:18]1[C@@H:19]1[C@@:32]([CH3:35])([CH2:33][CH2:34]2)[C@@:31]2([CH3:36])[C@@H:22]([C@:23]3([CH3:40])[C@@H:28]([CH2:29][CH2:30]2)[C:27]([CH3:37])([CH3:38])[C@@H:26]([OH:39])[CH2:25][CH2:24]3)[CH2:21][CH2:20]1)=[O:16]. The yield is 0.850. (8) The reactants are [CH2:1]([O:3][C:4](=[O:28])[CH2:5][C@H:6]([NH:20][C:21](=[O:27])[CH2:22][CH2:23][C:24](O)=[O:25])[CH2:7][C:8]1[CH:13]=[CH:12][C:11]([C:14]2[CH:19]=[CH:18][CH:17]=[CH:16][CH:15]=2)=[CH:10][CH:9]=1)[CH3:2].CCN=C=NCCCN(C)C.Cl.C1C=CC2N(O)N=NC=2C=1.[NH2:51][CH2:52][CH2:53][C:54]#[N:55]. The catalyst is C1COCC1. The product is [CH2:1]([O:3][C:4](=[O:28])[CH2:5][C@H:6]([NH:20][C:21](=[O:27])[CH2:22][CH2:23][C:24](=[O:25])[NH:55][CH2:54][CH2:53][C:52]#[N:51])[CH2:7][C:8]1[CH:13]=[CH:12][C:11]([C:14]2[CH:19]=[CH:18][CH:17]=[CH:16][CH:15]=2)=[CH:10][CH:9]=1)[CH3:2]. The yield is 0.960.